From a dataset of Full USPTO retrosynthesis dataset with 1.9M reactions from patents (1976-2016). Predict the reactants needed to synthesize the given product. Given the product [CH3:23][C:13]1[S:14][C:15]([C:16]2[CH:17]=[C:18]([CH3:22])[CH:19]=[CH:20][CH:21]=2)=[C:11]([C:9]([N:8]2[CH2:7][C@H:6]3[C@H:4]([CH2:5]3)[C@H:3]2[CH2:2][NH:1][C:34]([C:27]2[C:28]3[C:33](=[CH:32][CH:31]=[CH:30][CH:29]=3)[N:25]([CH3:24])[N:26]=2)=[O:35])=[O:10])[N:12]=1, predict the reactants needed to synthesize it. The reactants are: [NH2:1][CH2:2][C@H:3]1[N:8]([C:9]([C:11]2[N:12]=[C:13]([CH3:23])[S:14][C:15]=2[C:16]2[CH:17]=[C:18]([CH3:22])[CH:19]=[CH:20][CH:21]=2)=[O:10])[CH2:7][C@H:6]2[C@@H:4]1[CH2:5]2.[CH3:24][N:25]1[C:33]2[C:28](=[CH:29][CH:30]=[CH:31][CH:32]=2)[C:27]([C:34](O)=[O:35])=[N:26]1.